From a dataset of Forward reaction prediction with 1.9M reactions from USPTO patents (1976-2016). Predict the product of the given reaction. (1) Given the reactants [Cl:1][C:2]1[CH:3]=[C:4]2[C:8](=[CH:9][CH:10]=1)[NH:7][C:6]([CH2:11][N:12]1[C:16]3=[CH:17][N:18]=[CH:19][CH:20]=[C:15]3[C:14]3([CH2:22][CH2:21]3)[C:13]1=[O:23])=[CH:5]2.[Br:24][CH2:25][CH2:26]Br.C(=O)([O-])[O-].[K+].[K+], predict the reaction product. The product is: [Br:24][CH2:25][CH2:26][N:7]1[C:8]2[C:4](=[CH:3][C:2]([Cl:1])=[CH:10][CH:9]=2)[CH:5]=[C:6]1[CH2:11][N:12]1[C:16]2=[CH:17][N:18]=[CH:19][CH:20]=[C:15]2[C:14]2([CH2:22][CH2:21]2)[C:13]1=[O:23]. (2) Given the reactants [C:1]1([CH3:23])[CH:6]=[CH:5][C:4]([S:7]([N:10]([CH3:22])[C@H:11]([C:19]([OH:21])=O)[CH2:12][C:13]2[CH:18]=[CH:17][CH:16]=[CH:15][CH:14]=2)(=[O:9])=[O:8])=[CH:3][CH:2]=1.C([O:26][C:27](=[O:37])[C@H:28]([CH2:30][C:31]1[CH:36]=[CH:35][CH:34]=[CH:33][CH:32]=1)[NH2:29])C.[OH-].[Na+], predict the reaction product. The product is: [C:1]1([CH3:23])[CH:2]=[CH:3][C:4]([S:7]([N:10]([CH3:22])[C@H:11]([C:19]([NH:29][CH:28]([C:27]([OH:37])=[O:26])[CH2:30][C:31]2[CH:36]=[CH:35][CH:34]=[CH:33][CH:32]=2)=[O:21])[CH2:12][C:13]2[CH:18]=[CH:17][CH:16]=[CH:15][CH:14]=2)(=[O:9])=[O:8])=[CH:5][CH:6]=1. (3) Given the reactants [O:1]=[C:2]1[CH:7]=[CH:6][N:5]([C:8]2[CH:13]=[CH:12][CH:11]=[C:10]([C:14]([F:17])([F:16])[F:15])[CH:9]=2)[N:4]=[C:3]1[C:18]([NH:20][NH2:21])=O.CO[CH:24](OC)[N:25]([CH3:27])C.C(O)(=O)C.N[C:35]1[CH:40]=[CH:39]C=[CH:37][CH:36]=1, predict the reaction product. The product is: [C:24]1([N:25]2[CH:27]=[N:21][N:20]=[C:18]2[C:3]2[C:2](=[O:1])[CH:7]=[CH:6][N:5]([C:8]3[CH:13]=[CH:12][CH:11]=[C:10]([C:14]([F:17])([F:16])[F:15])[CH:9]=3)[N:4]=2)[CH:39]=[CH:40][CH:35]=[CH:36][CH:37]=1.